From a dataset of Full USPTO retrosynthesis dataset with 1.9M reactions from patents (1976-2016). Predict the reactants needed to synthesize the given product. (1) Given the product [O:1]1[C:10]2[C:5](=[CH:6][CH:7]=[CH:8][CH:9]=2)/[C:4](=[N:19]/[OH:18])/[CH2:3][CH2:2]1, predict the reactants needed to synthesize it. The reactants are: [O:1]1[C:10]2[C:5](=[CH:6][CH:7]=[CH:8][CH:9]=2)[C:4](=O)[CH2:3][CH2:2]1.C([O-])(=O)C.[Na+].Cl.[OH:18][NH2:19].C(=O)(O)[O-].[Na+]. (2) The reactants are: O=[C:2]1[CH2:7][CH2:6][O:5][CH2:4][CH:3]1[C:8]([O:10]C)=O.Cl.[NH2:13][C:14](=[NH:27])[CH2:15][NH:16][C:17](=[O:26])[O:18][CH2:19][C:20]1[CH:25]=[CH:24][CH:23]=[CH:22][CH:21]=1.[O-]CC.[Na+]. Given the product [O:10]=[C:8]1[NH:27][C:14]([CH2:15][NH:16][C:17](=[O:26])[O:18][CH2:19][C:20]2[CH:21]=[CH:22][CH:23]=[CH:24][CH:25]=2)=[N:13][C:2]2[CH2:7][CH2:6][O:5][CH2:4][C:3]1=2, predict the reactants needed to synthesize it. (3) Given the product [CH:26]1([C:24]2[N:23]([CH3:29])[C:22]3[CH:30]=[C:18]([N:15]4[CH:16]=[CH:17][C:12]([O:9][CH2:8][C:5]5[S:6][CH:7]=[C:3]([CH:2]([F:10])[F:1])[N:4]=5)=[CH:13][C:14]4=[O:31])[CH:19]=[CH:20][C:21]=3[N:25]=2)[CH2:27][CH2:28]1, predict the reactants needed to synthesize it. The reactants are: [F:1][CH:2]([F:10])[C:3]1[N:4]=[C:5]([CH2:8][OH:9])[S:6][CH:7]=1.Br[C:12]1[CH:17]=[CH:16][N:15]([C:18]2[CH:19]=[CH:20][C:21]3[N:25]=[C:24]([CH:26]4[CH2:28][CH2:27]4)[N:23]([CH3:29])[C:22]=3[CH:30]=2)[C:14](=[O:31])[CH:13]=1.[H-].[Na+].CC(N(C)C)=O.